Predict the product of the given reaction. From a dataset of Forward reaction prediction with 1.9M reactions from USPTO patents (1976-2016). (1) Given the reactants [CH:1]1([S:6][CH:7]([C:11]2[CH:16]=[CH:15][C:14]([S:17]([CH3:20])(=[O:19])=[O:18])=[CH:13][CH:12]=2)[C:8]([OH:10])=O)[CH2:5][CH2:4][CH2:3][CH2:2]1.[NH2:21][C:22]1[CH:27]=[CH:26][CH:25]=[CH:24][N:23]=1, predict the reaction product. The product is: [CH:1]1([S:6][CH:7]([C:11]2[CH:16]=[CH:15][C:14]([S:17]([CH3:20])(=[O:19])=[O:18])=[CH:13][CH:12]=2)[C:8]([NH:21][C:22]2[CH:27]=[CH:26][CH:25]=[CH:24][N:23]=2)=[O:10])[CH2:2][CH2:3][CH2:4][CH2:5]1. (2) The product is: [Br:15][CH2:14][CH2:13][O:12][C:9]1[CH:10]=[CH:11][C:6]2[O:5][CH2:4][C:3](=[O:2])[NH:16][C:7]=2[CH:8]=1. Given the reactants C[O:2][C:3](=O)[CH2:4][O:5][C:6]1[CH:11]=[CH:10][C:9]([O:12][CH2:13][CH2:14][Br:15])=[CH:8][C:7]=1[N+:16]([O-])=O.O.C([O-])([O-])=O.[K+].[K+], predict the reaction product. (3) Given the reactants [Br:1][C:2]1[C:3]([CH:18]2[CH2:20][CH2:19]2)=[N:4][C:5]([N:11]2[CH2:16][CH2:15][NH:14][C@H:13]([CH3:17])[CH2:12]2)=[C:6]([C:9]=1[CH3:10])[C:7]#[N:8].[CH3:21][O:22][CH2:23][CH2:24][C:25](O)=[O:26].O=P(Cl)(Cl)Cl, predict the reaction product. The product is: [Br:1][C:2]1[C:3]([CH:18]2[CH2:20][CH2:19]2)=[N:4][C:5]([N:11]2[CH2:16][CH2:15][N:14]([C:25](=[O:26])[CH2:24][CH2:23][O:22][CH3:21])[C@H:13]([CH3:17])[CH2:12]2)=[C:6]([C:9]=1[CH3:10])[C:7]#[N:8]. (4) Given the reactants [CH2:1]([O:8][C:9]1[CH:10]=[C:11]([CH:16]=[C:17]([OH:20])[C:18]=1[Br:19])[C:12]([O:14][CH3:15])=[O:13])[C:2]1[CH:7]=[CH:6][CH:5]=[CH:4][CH:3]=1.[C:21](=O)([O-])[O-].[K+].[K+].CI, predict the reaction product. The product is: [CH2:1]([O:8][C:9]1[CH:10]=[C:11]([CH:16]=[C:17]([O:20][CH3:21])[C:18]=1[Br:19])[C:12]([O:14][CH3:15])=[O:13])[C:2]1[CH:7]=[CH:6][CH:5]=[CH:4][CH:3]=1.